The task is: Predict the reactants needed to synthesize the given product.. This data is from Full USPTO retrosynthesis dataset with 1.9M reactions from patents (1976-2016). (1) Given the product [CH3:3][C:4]1[CH:9]=[C:8]([C:10]([F:11])([F:12])[F:13])[CH:7]=[CH:6][C:5]=1[NH2:14], predict the reactants needed to synthesize it. The reactants are: CS[CH2:3][C:4]1[CH:9]=[C:8]([C:10]([F:13])([F:12])[F:11])[CH:7]=[CH:6][C:5]=1[NH2:14]. (2) Given the product [CH3:1][O:2][C:3]1[CH:4]=[C:5]([C:11]2[C:12]([CH3:33])([CH3:32])[C:13](=[O:31])[N:14]([CH:16]3[CH2:21][CH2:20][N:19]([C:22]([C:24]4[CH:29]=[CH:28][CH:27]=[CH:26][C:25]=4[O:30][CH2:41][C:42]([NH2:44])=[O:43])=[O:23])[CH2:18][CH2:17]3)[N:15]=2)[CH:6]=[CH:7][C:8]=1[O:9][CH3:10], predict the reactants needed to synthesize it. The reactants are: [CH3:1][O:2][C:3]1[CH:4]=[C:5]([C:11]2[C:12]([CH3:33])([CH3:32])[C:13](=[O:31])[N:14]([CH:16]3[CH2:21][CH2:20][N:19]([C:22]([C:24]4[CH:29]=[CH:28][CH:27]=[CH:26][C:25]=4[OH:30])=[O:23])[CH2:18][CH2:17]3)[N:15]=2)[CH:6]=[CH:7][C:8]=1[O:9][CH3:10].C(=O)([O-])[O-].[K+].[K+].Cl[CH2:41][C:42]([NH2:44])=[O:43]. (3) Given the product [NH2:21][C:18]1[O:19][CH2:20][C@:16]2([C:7]3[CH:6]=[C:5]([C:28]4[CH:29]=[N:30][CH:31]=[CH:32][CH:33]=4)[NH:4][C:3](=[O:2])[C:8]=3[O:9][C:10]3[C:15]2=[CH:14][C:13]([C:22]2[CH:23]=[N:24][CH:25]=[CH:26][CH:27]=2)=[CH:12][CH:11]=3)[N:17]=1, predict the reactants needed to synthesize it. The reactants are: C[O:2][C:3]1[C:8]2[O:9][C:10]3[C:15]([C@@:16]4([CH2:20][O:19][C:18]([NH2:21])=[N:17]4)[C:7]=2[CH:6]=[C:5]([C:28]2[CH:29]=[N:30][CH:31]=[CH:32][CH:33]=2)[N:4]=1)=[CH:14][C:13]([C:22]1[CH:23]=[N:24][CH:25]=[CH:26][CH:27]=1)=[CH:12][CH:11]=3.B(Br)(Br)Br. (4) Given the product [Cl:2][C:3]1[CH:8]=[CH:7][C:6]([CH:9]([CH2:13][C:14]2[CH:15]=[CH:16][C:17]([Cl:20])=[CH:18][CH:19]=2)[CH:10]([NH:12][C:22](=[O:21])[C:23]([CH3:28])([CH3:27])[CH2:24][OH:25])[CH3:11])=[CH:5][CH:4]=1, predict the reactants needed to synthesize it. The reactants are: Cl.[Cl:2][C:3]1[CH:8]=[CH:7][C:6]([CH:9]([CH2:13][C:14]2[CH:19]=[CH:18][C:17]([Cl:20])=[CH:16][CH:15]=2)[CH:10]([NH2:12])[CH3:11])=[CH:5][CH:4]=1.[OH:21][CH2:22][C:23]([CH3:28])([CH3:27])[C:24](O)=[O:25].ON1C2C=CC=CC=2N=N1.C(N(C(C)C)CC)(C)C.CN(C)CCCN=C=NCC.